Predict the product of the given reaction. From a dataset of Forward reaction prediction with 1.9M reactions from USPTO patents (1976-2016). (1) Given the reactants [N:1]1[CH:6]=[CH:5][C:4]([CH2:7][CH2:8][CH2:9]OS(C)(=O)=O)=[CH:3][CH:2]=1.[CH3:15][S-:16].[Na+], predict the reaction product. The product is: [CH3:15][S:16][CH2:9][CH2:8][CH2:7][C:4]1[CH:3]=[CH:2][N:1]=[CH:6][CH:5]=1. (2) The product is: [OH:2][CH2:3][C:5]1[N:6]=[C:7]([C:10]2[CH:18]=[CH:17][CH:16]=[C:15]3[C:11]=2[CH:12]=[CH:13][N:14]3[C:19]([O:21][C:22]([CH3:25])([CH3:24])[CH3:23])=[O:20])[O:8][CH:9]=1. Given the reactants C[O:2][C:3]([C:5]1[N:6]=[C:7]([C:10]2[CH:18]=[CH:17][CH:16]=[C:15]3[C:11]=2[CH:12]=[CH:13][N:14]3[C:19]([O:21][C:22]([CH3:25])([CH3:24])[CH3:23])=[O:20])[O:8][CH:9]=1)=O.CC(C[AlH]CC(C)C)C.[C@H](O)(C([O-])=O)[C@@H](O)C([O-])=O.[Na+].[K+], predict the reaction product.